Dataset: Peptide-MHC class II binding affinity with 134,281 pairs from IEDB. Task: Regression. Given a peptide amino acid sequence and an MHC pseudo amino acid sequence, predict their binding affinity value. This is MHC class II binding data. The peptide sequence is TKKFDEVVKANGGYL. The MHC is HLA-DPA10201-DPB11401 with pseudo-sequence HLA-DPA10201-DPB11401. The binding affinity (normalized) is 0.170.